Task: Predict the reactants needed to synthesize the given product.. Dataset: Full USPTO retrosynthesis dataset with 1.9M reactions from patents (1976-2016) (1) The reactants are: [NH:1]1[C:9]2[C:4](=[CH:5][CH:6]=[CH:7][CH:8]=2)[CH:3]=[CH:2]1.[OH2:10].C[C:12]#[N:13]. Given the product [NH:1]1[C:9]2[C:4](=[CH:5][CH:6]=[CH:7][CH:8]=2)[C:3]([C:12]([NH2:13])=[O:10])=[CH:2]1, predict the reactants needed to synthesize it. (2) The reactants are: [Br:1][C:2]1[CH:3]=[C:4](B2OC(C)(C)C(C)(C)O2)[CH:5]=[C:6]([O:8][CH:9]([F:11])[F:10])[CH:7]=1.[NH:21]1[C:25]2=[N:26][CH:27]=[CH:28][CH:29]=[C:24]2[C:23]([C:30]([O:32][CH3:33])=[O:31])=[N:22]1. Given the product [Br:1][C:2]1[CH:3]=[C:4]([N:21]2[C:25]3=[N:26][CH:27]=[CH:28][CH:29]=[C:24]3[C:23]([C:30]([O:32][CH3:33])=[O:31])=[N:22]2)[CH:5]=[C:6]([O:8][CH:9]([F:10])[F:11])[CH:7]=1, predict the reactants needed to synthesize it. (3) Given the product [NH2:1][C:2]1[C:11]([C:20]#[C:19][C:13]2[CH:18]=[CH:17][CH:16]=[CH:15][CH:14]=2)=[N:10][CH:9]=[CH:8][C:3]=1[C:4]([O:6][CH3:7])=[O:5], predict the reactants needed to synthesize it. The reactants are: [NH2:1][C:2]1[C:11](Cl)=[N:10][CH:9]=[CH:8][C:3]=1[C:4]([O:6][CH3:7])=[O:5].[C:13]1([C:19]#[CH:20])[CH:18]=[CH:17][CH:16]=[CH:15][CH:14]=1. (4) Given the product [CH3:4][Si:5]([CH3:28])([CH3:27])[CH2:6][CH2:7][O:8][CH2:9][N:10]1[CH:14]=[CH:13][N:12]=[C:11]1[CH2:15][NH2:16], predict the reactants needed to synthesize it. The reactants are: O.NN.[CH3:4][Si:5]([CH3:28])([CH3:27])[CH2:6][CH2:7][O:8][CH2:9][N:10]1[CH:14]=[CH:13][N:12]=[C:11]1[CH2:15][N:16]1C(=O)C2C(=CC=CC=2)C1=O. (5) The reactants are: Cl[C:2]1[N:3]=[C:4]([NH:11][CH:12]2[CH2:14][CH2:13]2)[C:5]2[O:10][CH:9]=[CH:8][C:6]=2[N:7]=1.[NH2:15][C:16]1[CH:17]=[CH:18][C:19]2[CH2:25][CH2:24][CH2:23][C:22](=[O:26])[NH:21][C:20]=2[CH:27]=1.C([O-])([O-])=O.[K+].[K+].CC(C1C=C(C(C)C)C(C2C=CC=CC=2P(C2CCCCC2)C2CCCCC2)=C(C(C)C)C=1)C. Given the product [CH:12]1([NH:11][C:4]2[C:5]3[O:10][CH:9]=[CH:8][C:6]=3[N:7]=[C:2]([NH:15][C:16]3[CH:17]=[CH:18][C:19]4[CH2:25][CH2:24][CH2:23][C:22](=[O:26])[NH:21][C:20]=4[CH:27]=3)[N:3]=2)[CH2:14][CH2:13]1, predict the reactants needed to synthesize it. (6) Given the product [CH2:1]([S:3][C:4]1[CH:5]=[C:6]2[C:11](=[C:12]3[CH2:16][C:15]([CH3:18])([CH3:17])[O:14][C:13]=13)[C:10]([C:19]1[CH:20]=[C:21]([CH:28]=[CH:29][CH:30]=1)[C:22]([OH:24])=[O:23])=[N:9][C:8]([CH3:31])([CH3:32])[CH2:7]2)[CH3:2], predict the reactants needed to synthesize it. The reactants are: [CH2:1]([S:3][C:4]1[CH:5]=[C:6]2[C:11](=[C:12]3[CH2:16][C:15]([CH3:18])([CH3:17])[O:14][C:13]=13)[C:10]([C:19]1[CH:20]=[C:21]([CH:28]=[CH:29][CH:30]=1)[C:22]([O:24]C(C)C)=[O:23])=[N:9][C:8]([CH3:32])([CH3:31])[CH2:7]2)[CH3:2].[OH-].[Na+].Cl. (7) Given the product [O:1]1[C:5]2[CH:6]=[CH:7][CH:8]=[CH:9][C:4]=2[N:3]=[C:2]1[C:47]1[C:46](=[O:50])[N:45]([CH3:51])[CH:44]=[C:43]([C:34]2[C:35]([N:37]([CH3:42])[S:38]([CH3:41])(=[O:40])=[O:39])=[CH:36][C:26]3[O:25][C:24]([C:21]4[CH:22]=[CH:23][C:18]([F:17])=[CH:19][CH:20]=4)=[C:28]([C:29]([NH:31][CH3:32])=[O:30])[C:27]=3[CH:33]=2)[CH:48]=1, predict the reactants needed to synthesize it. The reactants are: [O:1]1[C:5]2[CH:6]=[CH:7][CH:8]=[CH:9][C:4]=2[N:3]=[CH:2]1.C1(C)C=CC=CC=1.[F:17][C:18]1[CH:23]=[CH:22][C:21]([C:24]2[O:25][C:26]3[CH:36]=[C:35]([N:37]([CH3:42])[S:38]([CH3:41])(=[O:40])=[O:39])[C:34]([C:43]4[CH:48]=[C:47](I)[C:46](=[O:50])[N:45]([CH3:51])[CH:44]=4)=[CH:33][C:27]=3[C:28]=2[C:29]([NH:31][CH3:32])=[O:30])=[CH:20][CH:19]=1. (8) Given the product [Br:15][C:16]1[CH:21]=[C:20]([NH:12][C@@H:8]([C:7]([CH3:13])([CH3:14])[O:6][SiH2:5][C:1]([CH3:4])([CH3:3])[CH3:2])[CH:9]([CH3:10])[CH3:11])[CH:19]=[N:18][CH:17]=1, predict the reactants needed to synthesize it. The reactants are: [C:1]([SiH2:5][O:6][C:7]([CH3:14])([CH3:13])[C@H:8]([NH2:12])[CH:9]([CH3:11])[CH3:10])([CH3:4])([CH3:3])[CH3:2].[Br:15][C:16]1[CH:17]=[N:18][CH:19]=[C:20](Br)[CH:21]=1. (9) The reactants are: [CH3:1][N:2]1[CH2:7][CH2:6][N:5]([C:8]2[CH:9]=[CH:10][C:11]([O:15][C:16]([F:19])([F:18])[F:17])=[C:12]([NH2:14])[CH:13]=2)[CH2:4][CH2:3]1.[N:20]#[C:21][NH2:22]. Given the product [CH3:1][N:2]1[CH2:7][CH2:6][N:5]([C:8]2[CH:9]=[CH:10][C:11]([O:15][C:16]([F:19])([F:17])[F:18])=[C:12]([NH:14][C:21]([NH2:22])=[NH:20])[CH:13]=2)[CH2:4][CH2:3]1, predict the reactants needed to synthesize it.